From a dataset of Full USPTO retrosynthesis dataset with 1.9M reactions from patents (1976-2016). Predict the reactants needed to synthesize the given product. (1) Given the product [CH2:15]([CH:14]([CH2:33][CH2:34][CH2:35][CH2:36][CH2:37][CH2:38][CH2:39][CH2:40]/[CH:41]=[CH:42]\[CH2:43]/[CH:44]=[CH:45]\[CH2:46][CH2:47][CH2:48][CH2:49][CH3:50])[O:13][CH2:51][CH2:7][CH2:6][N:4]([CH3:3])[CH3:5])[CH2:16][CH2:17][CH2:18][CH2:19][CH2:20][CH2:21][CH2:22]/[CH:23]=[CH:24]\[CH2:25]/[CH:26]=[CH:27]\[CH2:28][CH2:29][CH2:30][CH2:31][CH3:32], predict the reactants needed to synthesize it. The reactants are: [H-].[Na+].[CH3:3][N:4]([CH2:6][CH2:7]O)[CH3:5].CS([O:13][CH:14]([CH2:33][CH2:34][CH2:35][CH2:36][CH2:37][CH2:38][CH2:39][CH2:40]/[CH:41]=[CH:42]\[CH2:43]/[CH:44]=[CH:45]\[CH2:46][CH2:47][CH2:48][CH2:49][CH3:50])[CH2:15][CH2:16][CH2:17][CH2:18][CH2:19][CH2:20][CH2:21][CH2:22]/[CH:23]=[CH:24]\[CH2:25]/[CH:26]=[CH:27]\[CH2:28][CH2:29][CH2:30][CH2:31][CH3:32])(=O)=O.[CH2:51](O)C. (2) Given the product [CH:1]([C:3]1[CH:4]=[C:5]([CH:9]=[CH:10][CH:11]=1)[C:6]([Cl:15])=[O:7])=[CH2:2], predict the reactants needed to synthesize it. The reactants are: [CH:1]([C:3]1[CH:4]=[C:5]([CH:9]=[CH:10][CH:11]=1)[C:6](O)=[O:7])=[CH2:2].C(Cl)(=O)C([Cl:15])=O. (3) Given the product [Br:1][C:2]1[S:3][C:4]([C:12](=[O:23])[C:13]2[CH:18]=[CH:17][C:16]([C:31]#[C:30][C:24]3[CH:29]=[CH:28][CH:27]=[CH:26][CH:25]=3)=[C:15]([N+:20]([O-:22])=[O:21])[CH:14]=2)=[CH:5][C:6]=1[CH2:7][C:8]([O:10][CH3:11])=[O:9], predict the reactants needed to synthesize it. The reactants are: [Br:1][C:2]1[S:3][C:4]([C:12](=[O:23])[C:13]2[CH:18]=[CH:17][C:16](I)=[C:15]([N+:20]([O-:22])=[O:21])[CH:14]=2)=[CH:5][C:6]=1[CH2:7][C:8]([O:10][CH3:11])=[O:9].[C:24]1([C:30]#[CH:31])[CH:29]=[CH:28][CH:27]=[CH:26][CH:25]=1.C([O-])([O-])=O.[K+].[K+].CCN(CC)CC.